This data is from Forward reaction prediction with 1.9M reactions from USPTO patents (1976-2016). The task is: Predict the product of the given reaction. (1) Given the reactants [C:1]([CH:9]1[CH2:14][CH2:13][N:12]([C:15]([O:17][C:18]([CH3:21])([CH3:20])[CH3:19])=[O:16])[CH2:11][CH2:10]1)(=[O:8])[C:2]1[CH:7]=[CH:6][CH:5]=[CH:4][CH:3]=1.[BH4-].[Na+].O.C(OCC)(=O)C, predict the reaction product. The product is: [OH:8][CH:1]([C:2]1[CH:3]=[CH:4][CH:5]=[CH:6][CH:7]=1)[CH:9]1[CH2:14][CH2:13][N:12]([C:15]([O:17][C:18]([CH3:20])([CH3:21])[CH3:19])=[O:16])[CH2:11][CH2:10]1. (2) Given the reactants [C:1]([O:5][C:6]([N:8]1[CH2:13][CH2:12][N:11]([S:14]([CH3:17])(=[O:16])=[O:15])[CH2:10][CH2:9]1)=[O:7])([CH3:4])([CH3:3])[CH3:2].C([Li])(C)(C)C.CCCCC.[Cl:28][C:29]1[CH:36]=[CH:35][C:32]([CH:33]=[O:34])=[CH:31][N:30]=1, predict the reaction product. The product is: [C:1]([O:5][C:6]([N:8]1[CH2:9][CH2:10][N:11]([S:14]([CH2:17][CH:33]([C:32]2[CH:31]=[N:30][C:29]([Cl:28])=[CH:36][CH:35]=2)[OH:34])(=[O:15])=[O:16])[CH2:12][CH2:13]1)=[O:7])([CH3:4])([CH3:3])[CH3:2]. (3) Given the reactants C[O:2][C:3]([C:5]1[CH:6]=[C:7]2[C:12](=[CH:13][CH:14]=1)[NH:11][CH:10]([C:15]1[CH:20]=[CH:19][CH:18]=[C:17]([N:21]3[CH2:26][CH2:25][O:24][CH2:23][CH2:22]3)[CH:16]=1)[CH2:9][C:8]2([CH3:28])[CH3:27])=[O:4].[OH-].[Na+].Cl, predict the reaction product. The product is: [CH3:27][C:8]1([CH3:28])[C:7]2[C:12](=[CH:13][CH:14]=[C:5]([C:3]([OH:4])=[O:2])[CH:6]=2)[NH:11][CH:10]([C:15]2[CH:20]=[CH:19][CH:18]=[C:17]([N:21]3[CH2:26][CH2:25][O:24][CH2:23][CH2:22]3)[CH:16]=2)[CH2:9]1. (4) Given the reactants [CH2:1]([N:8]1[CH:12]=[C:11]([CH2:13][CH2:14][CH2:15][CH:16]2[O:20][CH2:19][CH2:18][O:17]2)[C:10]([OH:21])=[N:9]1)[C:2]1[CH:7]=[CH:6][CH:5]=[CH:4][CH:3]=1.[CH2:22](OS(=O)(=O)OCC)[CH3:23].C(=O)([O-])[O-].[K+].[K+].[Cl-].[NH4+], predict the reaction product. The product is: [CH2:1]([N:8]1[CH:12]=[C:11]([CH2:13][CH2:14][CH2:15][CH:16]2[O:17][CH2:18][CH2:19][O:20]2)[C:10]([O:21][CH2:22][CH3:23])=[N:9]1)[C:2]1[CH:7]=[CH:6][CH:5]=[CH:4][CH:3]=1. (5) Given the reactants C[O:2][C:3](=O)[C:4]1[CH:9]=[CH:8][C:7]([NH:10][CH2:11][C:12]2[CH:17]=[CH:16][C:15]([O:18][CH3:19])=[CH:14][CH:13]=2)=[N:6][C:5]=1[F:20].[H-].[Al+3].[Li+].[H-].[H-].[H-], predict the reaction product. The product is: [F:20][C:5]1[C:4]([CH2:3][OH:2])=[CH:9][CH:8]=[C:7]([NH:10][CH2:11][C:12]2[CH:17]=[CH:16][C:15]([O:18][CH3:19])=[CH:14][CH:13]=2)[N:6]=1. (6) Given the reactants S=[C:2]1[NH:6][C:5]2=[C:7]([C:11]([O:13][CH3:14])=[O:12])[CH:8]=[CH:9][CH:10]=[C:4]2[O:3]1.P(Cl)(Cl)(Cl)(Cl)[Cl:16], predict the reaction product. The product is: [Cl:16][C:2]1[O:3][C:4]2[C:5](=[C:7]([C:11]([O:13][CH3:14])=[O:12])[CH:8]=[CH:9][CH:10]=2)[N:6]=1. (7) Given the reactants [Cl-].[CH3:2][N+:3]([CH2:23][C:24]1[CH:29]=[CH:28][C:27]([CH:30]=[CH2:31])=[CH:26][CH:25]=1)([CH3:22])[CH2:4][CH2:5][CH2:6][CH2:7][CH2:8][CH2:9][CH2:10][CH2:11][CH2:12][CH2:13][CH2:14][CH2:15][CH2:16][CH2:17][CH2:18][CH2:19][CH2:20][CH3:21].[C:32]1([B-:38]([C:51]2[CH:56]=[CH:55][CH:54]=[CH:53][CH:52]=2)([C:45]2[CH:50]=[CH:49][CH:48]=[CH:47][CH:46]=2)[C:39]2[CH:44]=[CH:43][CH:42]=[CH:41][CH:40]=2)[CH:37]=[CH:36][CH:35]=[CH:34][CH:33]=1.[Na+], predict the reaction product. The product is: [C:51]1([B-:38]([C:32]2[CH:33]=[CH:34][CH:35]=[CH:36][CH:37]=2)([C:39]2[CH:40]=[CH:41][CH:42]=[CH:43][CH:44]=2)[C:45]2[CH:50]=[CH:49][CH:48]=[CH:47][CH:46]=2)[CH:52]=[CH:53][CH:54]=[CH:55][CH:56]=1.[CH3:22][N+:3]([CH2:23][C:24]1[CH:25]=[CH:26][C:27]([CH:30]=[CH2:31])=[CH:28][CH:29]=1)([CH3:2])[CH2:4][CH2:5][CH2:6][CH2:7][CH2:8][CH2:9][CH2:10][CH2:11][CH2:12][CH2:13][CH2:14][CH2:15][CH2:16][CH2:17][CH2:18][CH2:19][CH2:20][CH3:21].